This data is from Forward reaction prediction with 1.9M reactions from USPTO patents (1976-2016). The task is: Predict the product of the given reaction. (1) Given the reactants [C:1]([O:5][C@@H:6]([C:12]1[C:13]([CH3:34])=[N:14][C:15]2[N:16]([N:26]=[C:27]([C:29]([O:31]CC)=[O:30])[CH:28]=2)[C:17]=1[C:18]1[CH2:23][CH2:22][C:21]([CH3:25])([CH3:24])[CH2:20][CH:19]=1)[C:7]([O:9][CH2:10][CH3:11])=[O:8])([CH3:4])([CH3:3])[CH3:2].[OH-].[Na+], predict the reaction product. The product is: [C:1]([O:5][C@@H:6]([C:12]1[C:13]([CH3:34])=[N:14][C:15]2[N:16]([N:26]=[C:27]([C:29]([OH:31])=[O:30])[CH:28]=2)[C:17]=1[C:18]1[CH2:23][CH2:22][C:21]([CH3:25])([CH3:24])[CH2:20][CH:19]=1)[C:7]([O:9][CH2:10][CH3:11])=[O:8])([CH3:2])([CH3:3])[CH3:4]. (2) Given the reactants [OH:1][N:2]([CH3:13])[C:3](=[NH:12])[C:4]1[CH:9]=[CH:8][CH:7]=[CH:6][C:5]=1[O:10][CH3:11].[C:14]([C:21]([O:23][CH2:24][CH3:25])=[O:22])#[C:15][C:16]([O:18][CH2:19][CH3:20])=[O:17], predict the reaction product. The product is: [CH2:24]([O:23][C:21]([C:14]1([CH2:15][C:16]([O:18][CH2:19][CH3:20])=[O:17])[O:1][N:2]([CH3:13])[C:3]([C:4]2[CH:9]=[CH:8][CH:7]=[CH:6][C:5]=2[O:10][CH3:11])=[N:12]1)=[O:22])[CH3:25]. (3) Given the reactants [CH3:1][C:2]1[CH:7]=[CH:6][C:5](B(O)O)=[CH:4][CH:3]=1.Cl[C:12]1[CH:17]=[CH:16][CH:15]=[C:14]([Cl:18])[N:13]=1.P([O-])([O-])([O-])=O.[K+].[K+].[K+], predict the reaction product. The product is: [Cl:18][C:14]1[CH:15]=[CH:16][CH:17]=[C:12]([C:5]2[CH:6]=[CH:7][C:2]([CH3:1])=[CH:3][CH:4]=2)[N:13]=1. (4) Given the reactants Cl.NCC([C:6]1[CH:14]=[C:13]2[C:9]([CH2:10][C:11](=[O:15])[NH:12]2)=[CH:8][CH:7]=1)=O.[CH2:16]([CH:23]1[CH2:28][CH2:27][N:26]([CH2:29][C:30]([OH:32])=O)[CH2:25][CH2:24]1)[C:17]1[CH:22]=[CH:21][CH:20]=[CH:19][CH:18]=1, predict the reaction product. The product is: [CH2:16]([CH:23]1[CH2:24][CH2:25][N:26]([CH2:29][C:30]([NH:26][CH2:29][C:30](=[O:32])[C:7]2[CH:8]=[C:9]3[C:13](=[CH:14][CH:6]=2)[NH:12][C:11](=[O:15])[CH2:10]3)=[O:32])[CH2:27][CH2:28]1)[C:17]1[CH:18]=[CH:19][CH:20]=[CH:21][CH:22]=1. (5) Given the reactants CC(C[AlH]CC(C)C)C.[Br:10][C:11]1[S:15][C:14]2=[N:16][C:17]([C:19](OCC)=[O:20])=[CH:18][N:13]2[CH:12]=1, predict the reaction product. The product is: [Br:10][C:11]1[S:15][C:14]2=[N:16][C:17]([CH2:19][OH:20])=[CH:18][N:13]2[CH:12]=1. (6) Given the reactants [Si:1]([O:8][CH:9]([CH2:22]O)[CH2:10][NH:11][C:12](=[O:21])[O:13][CH2:14][C:15]1[CH:20]=[CH:19][CH:18]=[CH:17][CH:16]=1)([C:4]([CH3:7])([CH3:6])[CH3:5])([CH3:3])[CH3:2].N1C=CC=CC=1.CC(OI1(OC(C)=O)(OC(C)=O)OC(=O)C2C=CC=CC1=2)=O.[CH2:52]([N:59]1[CH:63]=[C:62]([C:64]2[CH:69]=[C:68]([F:70])[CH:67]=[CH:66][C:65]=2[F:71])[N:61]=[C:60]1[C@H:72]([NH2:77])[C:73]([CH3:76])([CH3:75])[CH3:74])[C:53]1[CH:58]=[CH:57][CH:56]=[CH:55][CH:54]=1.C(O[BH-](OC(=O)C)OC(=O)C)(=O)C.[Na+], predict the reaction product. The product is: [CH2:52]([N:59]1[CH:63]=[C:62]([C:64]2[CH:69]=[C:68]([F:70])[CH:67]=[CH:66][C:65]=2[F:71])[N:61]=[C:60]1[C@H:72]([NH:77][CH2:22][C@H:9]([O:8][Si:1]([C:4]([CH3:5])([CH3:6])[CH3:7])([CH3:2])[CH3:3])[CH2:10][NH:11][C:12](=[O:21])[O:13][CH2:14][C:15]1[CH:16]=[CH:17][CH:18]=[CH:19][CH:20]=1)[C:73]([CH3:75])([CH3:74])[CH3:76])[C:53]1[CH:54]=[CH:55][CH:56]=[CH:57][CH:58]=1.[CH2:52]([N:59]1[CH:63]=[C:62]([C:64]2[CH:69]=[C:68]([F:70])[CH:67]=[CH:66][C:65]=2[F:71])[N:61]=[C:60]1[C@H:72]([NH:77][CH2:22][C@@H:9]([O:8][Si:1]([C:4]([CH3:5])([CH3:6])[CH3:7])([CH3:2])[CH3:3])[CH2:10][NH:11][C:12](=[O:21])[O:13][CH2:14][C:15]1[CH:16]=[CH:17][CH:18]=[CH:19][CH:20]=1)[C:73]([CH3:75])([CH3:74])[CH3:76])[C:53]1[CH:54]=[CH:55][CH:56]=[CH:57][CH:58]=1. (7) Given the reactants [CH3:1][NH:2][C:3](=[O:11])[C:4]1[CH:9]=[CH:8][CH:7]=[CH:6][C:5]=1[CH3:10].[CH3:12][O:13][CH2:14][CH2:15][CH2:16][C:17]1[CH:24]=[CH:23][C:20](C#N)=[CH:19][CH:18]=1, predict the reaction product. The product is: [CH3:12][O:13][CH2:14][CH2:15][CH2:16][C:17]1[CH:24]=[CH:23][C:20]([C:1]2[NH:2][C:3](=[O:11])[C:4]3[C:5]([CH:10]=2)=[CH:6][CH:7]=[CH:8][CH:9]=3)=[CH:19][CH:18]=1.